Task: Predict the reactants needed to synthesize the given product.. Dataset: Full USPTO retrosynthesis dataset with 1.9M reactions from patents (1976-2016) (1) Given the product [O:21]1[C:25]2[CH:26]=[CH:27][CH:28]=[CH:29][C:24]=2[C:23]([C:2]2[C:11]([N:12]([CH:14]([CH3:16])[CH3:15])[CH3:13])=[N:10][C:9]3[C:4](=[CH:5][CH:6]=[C:7]([C:17]([O:19][CH3:20])=[O:18])[CH:8]=3)[N:3]=2)=[CH:22]1, predict the reactants needed to synthesize it. The reactants are: Cl[C:2]1[C:11]([N:12]([CH:14]([CH3:16])[CH3:15])[CH3:13])=[N:10][C:9]2[C:4](=[CH:5][CH:6]=[C:7]([C:17]([O:19][CH3:20])=[O:18])[CH:8]=2)[N:3]=1.[O:21]1[C:25]2[CH:26]=[CH:27][CH:28]=[CH:29][C:24]=2[C:23](B2OC(C)(C)C(C)(C)O2)=[CH:22]1.[O-]P([O-])([O-])=O.[K+].[K+].[K+]. (2) Given the product [Cl:1][C:2]1[CH:3]=[C:4]([C:9]2([CH3:10])[N:35]3[N:36]=[N:37][C:15]([C:16]4[CH:21]=[CH:20][C:19]([N:22]5[CH:26]=[N:25][C:24]([CH3:27])=[N:23]5)=[C:18]([O:28][CH3:29])[CH:17]=4)=[C:14]3[CH2:13][CH2:12][CH2:11]2)[CH:5]=[CH:6][C:7]=1[Cl:8], predict the reactants needed to synthesize it. The reactants are: [Cl:1][C:2]1[CH:3]=[C:4]([C:9](O)([CH2:11][CH2:12][CH2:13][C:14]#[C:15][C:16]2[CH:21]=[CH:20][C:19]([N:22]3[CH:26]=[N:25][C:24]([CH3:27])=[N:23]3)=[C:18]([O:28][CH3:29])[CH:17]=2)[CH3:10])[CH:5]=[CH:6][C:7]=1[Cl:8].C[Si]([N:35]=[N+:36]=[N-:37])(C)C.C1(C)C=CC=CC=1. (3) The reactants are: CN(C(ON1N=NC2C=CC=NC1=2)=[N+](C)C)C.F[P-](F)(F)(F)(F)F.[NH2:25][C:26]1[C:27]([C:36]([OH:38])=O)=[CH:28][C:29]2[C:34]([CH:35]=1)=[CH:33][CH:32]=[CH:31][CH:30]=2.[CH2:39]([NH:43][CH2:44][C:45]([O:47][CH2:48][C:49]1[CH:54]=[CH:53][CH:52]=[CH:51][CH:50]=1)=[O:46])[CH2:40][CH2:41][CH3:42].C(N(C(C)C)CC)(C)C. Given the product [NH2:25][C:26]1[C:27]([C:36]([N:43]([CH2:39][CH2:40][CH2:41][CH3:42])[CH2:44][C:45]([O:47][CH2:48][C:49]2[CH:54]=[CH:53][CH:52]=[CH:51][CH:50]=2)=[O:46])=[O:38])=[CH:28][C:29]2[C:34]([CH:35]=1)=[CH:33][CH:32]=[CH:31][CH:30]=2, predict the reactants needed to synthesize it. (4) Given the product [OH:23][C:16]1[C:17]2[C:22](=[CH:21][CH:20]=[CH:19][CH:18]=2)[C@@:13]([C:11]([N:7]2[CH2:8][CH2:9][CH2:10][C@@H:6]2[CH2:5][OH:4])=[O:12])([CH2:42][CH2:43][CH:44]([CH3:46])[CH3:45])[C:14](=[O:41])[C:15]=1[C:24]1[NH:29][C:28]2[CH:30]=[CH:31][C:32]([NH:34][S:35]([CH3:38])(=[O:37])=[O:36])=[CH:33][C:27]=2[S:26](=[O:40])(=[O:39])[N:25]=1, predict the reactants needed to synthesize it. The reactants are: C([O:4][CH2:5][C@H:6]1[CH2:10][CH2:9][CH2:8][N:7]1[C:11]([C@@:13]1([CH2:42][CH2:43][CH:44]([CH3:46])[CH3:45])[C:22]2[C:17](=[CH:18][CH:19]=[CH:20][CH:21]=2)[C:16]([OH:23])=[C:15]([C:24]2[NH:29][C:28]3[CH:30]=[CH:31][C:32]([NH:34][S:35]([CH3:38])(=[O:37])=[O:36])=[CH:33][C:27]=3[S:26](=[O:40])(=[O:39])[N:25]=2)[C:14]1=[O:41])=[O:12])(=O)C.C([O-])([O-])=O.[K+].[K+].Cl. (5) Given the product [NH2:1][C:4]1[CH:5]=[CH:6][C:7]([C:11]([F:12])([F:13])[F:14])=[C:8]([OH:10])[CH:9]=1, predict the reactants needed to synthesize it. The reactants are: [N+:1]([C:4]1[CH:5]=[CH:6][C:7]([C:11]([F:14])([F:13])[F:12])=[C:8]([OH:10])[CH:9]=1)([O-])=O. (6) Given the product [NH2:1][C:2]1[N:7]=[CH:6][C:5]([CH2:8][C:9]([O:11][CH2:12][C:13]2[CH:6]=[CH:5][CH:4]=[CH:3][CH:2]=2)=[O:10])=[CH:4][CH:3]=1, predict the reactants needed to synthesize it. The reactants are: [NH2:1][C:2]1[N:7]=[CH:6][C:5]([CH2:8][C:9]([O:11][CH2:12][CH3:13])=[O:10])=[CH:4][CH:3]=1. (7) Given the product [C:1](=[O:12])([S:18][CH2:17][CH2:16][N:15]([CH2:19][CH3:20])[CH2:13][CH3:14])/[CH:2]=[CH:3]/[CH2:4][CH2:5][CH2:6][CH2:7][CH2:8][CH2:9][CH3:10], predict the reactants needed to synthesize it. The reactants are: [C:1]([OH:12])(=O)/[CH:2]=[CH:3]/[CH2:4][CH2:5][CH2:6][CH2:7][CH2:8][CH2:9][CH3:10].[CH2:13]([N:15]([CH2:19][CH3:20])[CH2:16][CH2:17][SH:18])[CH3:14]. (8) Given the product [C:1]([O:5][C:6]([N:8]1[CH2:15][CH2:14][C:11]([CH2:12][N:23]([CH2:16][C:17]2[CH:22]=[CH:21][CH:20]=[CH:19][CH:18]=2)[CH3:24])([OH:13])[CH2:10][CH2:9]1)=[O:7])([CH3:4])([CH3:3])[CH3:2], predict the reactants needed to synthesize it. The reactants are: [C:1]([O:5][C:6]([N:8]1[CH2:15][CH2:14][C:11]2([O:13][CH2:12]2)[CH2:10][CH2:9]1)=[O:7])([CH3:4])([CH3:3])[CH3:2].[CH2:16]([NH:23][CH3:24])[C:17]1[CH:22]=[CH:21][CH:20]=[CH:19][CH:18]=1.